Dataset: Reaction yield outcomes from USPTO patents with 853,638 reactions. Task: Predict the reaction yield, written as a fraction of the theoretical maximum amount of product (1.0 means a 100% yield; for example, 0.34 means a 34% yield). (1) The reactants are [CH2:1]([C:3]([C:22]1[CH:35]=[CH:34][C:25]([O:26][CH2:27][C:28](=[O:33])[C:29]([CH3:32])([CH3:31])[CH3:30])=[C:24]([CH3:36])[CH:23]=1)([C:6]1[CH:11]=[CH:10][C:9]([B:12]2[O:16][C:15]([CH3:18])([CH3:17])[C:14]([CH3:20])([CH3:19])[O:13]2)=[C:8]([CH3:21])[CH:7]=1)[CH2:4][CH3:5])[CH3:2].CCC(C)[BH-](C(C)CC)C(C)CC.[Li+].[Cl-].[NH4+]. The catalyst is O1CCCC1. The product is [CH2:1]([C:3]([C:22]1[CH:35]=[CH:34][C:25]([O:26][CH2:27][CH:28]([OH:33])[C:29]([CH3:32])([CH3:31])[CH3:30])=[C:24]([CH3:36])[CH:23]=1)([C:6]1[CH:11]=[CH:10][C:9]([B:12]2[O:13][C:14]([CH3:19])([CH3:20])[C:15]([CH3:17])([CH3:18])[O:16]2)=[C:8]([CH3:21])[CH:7]=1)[CH2:4][CH3:5])[CH3:2]. The yield is 0.830. (2) The reactants are [C:1](=[O:4])([O-])[O-].[Cs+].[Cs+].[Cl:7][C:8]1[CH:9]=[CH:10][C:11]2[S:15][C:14](=O)[NH:13][C:12]=2[CH:17]=1.CI. The catalyst is CN(C=O)C. The product is [Cl:7][C:8]1[CH:9]=[CH:10][C:11]2[S:15][C:1](=[O:4])[N:13]([CH3:14])[C:12]=2[CH:17]=1. The yield is 0.820.